From a dataset of NCI-60 drug combinations with 297,098 pairs across 59 cell lines. Regression. Given two drug SMILES strings and cell line genomic features, predict the synergy score measuring deviation from expected non-interaction effect. (1) Drug 1: CC1=C(C(CCC1)(C)C)C=CC(=CC=CC(=CC(=O)O)C)C. Drug 2: C(CCl)NC(=O)N(CCCl)N=O. Cell line: SF-539. Synergy scores: CSS=39.7, Synergy_ZIP=-2.93, Synergy_Bliss=-0.0542, Synergy_Loewe=4.99, Synergy_HSA=5.96. (2) Cell line: NCI-H226. Drug 1: CN1C(=O)N2C=NC(=C2N=N1)C(=O)N. Drug 2: CCC1=C2CN3C(=CC4=C(C3=O)COC(=O)C4(CC)O)C2=NC5=C1C=C(C=C5)O. Synergy scores: CSS=0.175, Synergy_ZIP=0.558, Synergy_Bliss=-1.12, Synergy_Loewe=-43.1, Synergy_HSA=-6.43. (3) Drug 1: CC1C(C(CC(O1)OC2CC(CC3=C2C(=C4C(=C3O)C(=O)C5=C(C4=O)C(=CC=C5)OC)O)(C(=O)C)O)N)O.Cl. Drug 2: CC1=C(C=C(C=C1)C(=O)NC2=CC(=CC(=C2)C(F)(F)F)N3C=C(N=C3)C)NC4=NC=CC(=N4)C5=CN=CC=C5. Cell line: HOP-62. Synergy scores: CSS=35.9, Synergy_ZIP=-4.17, Synergy_Bliss=5.84, Synergy_Loewe=-0.817, Synergy_HSA=3.23. (4) Drug 1: C1CCN(CC1)CCOC2=CC=C(C=C2)C(=O)C3=C(SC4=C3C=CC(=C4)O)C5=CC=C(C=C5)O. Drug 2: CC12CCC3C(C1CCC2O)C(CC4=C3C=CC(=C4)O)CCCCCCCCCS(=O)CCCC(C(F)(F)F)(F)F. Cell line: KM12. Synergy scores: CSS=2.67, Synergy_ZIP=2.89, Synergy_Bliss=3.49, Synergy_Loewe=-1.58, Synergy_HSA=-2.97. (5) Drug 1: C1=CC(=C2C(=C1NCCNCCO)C(=O)C3=C(C=CC(=C3C2=O)O)O)NCCNCCO. Drug 2: CCC1(C2=C(COC1=O)C(=O)N3CC4=CC5=C(C=CC(=C5CN(C)C)O)N=C4C3=C2)O.Cl. Cell line: IGROV1. Synergy scores: CSS=45.7, Synergy_ZIP=-5.86, Synergy_Bliss=-2.29, Synergy_Loewe=1.08, Synergy_HSA=3.06. (6) Drug 1: COC1=CC(=CC(=C1O)OC)C2C3C(COC3=O)C(C4=CC5=C(C=C24)OCO5)OC6C(C(C7C(O6)COC(O7)C8=CC=CS8)O)O. Drug 2: CC(C)(C#N)C1=CC(=CC(=C1)CN2C=NC=N2)C(C)(C)C#N. Cell line: K-562. Synergy scores: CSS=42.5, Synergy_ZIP=1.68, Synergy_Bliss=1.43, Synergy_Loewe=-5.81, Synergy_HSA=1.33.